From a dataset of Forward reaction prediction with 1.9M reactions from USPTO patents (1976-2016). Predict the product of the given reaction. Given the reactants [C:1]1([C:7]([C:14]2[CH:19]=[CH:18][CH:17]=[CH:16][CH:15]=2)([CH3:13])[C:8]([N:10]=[C:11]=[O:12])=[O:9])[CH:6]=[CH:5][CH:4]=[CH:3][CH:2]=1.[CH:20]1([OH:26])[CH2:25][CH2:24][CH2:23][CH2:22][CH2:21]1, predict the reaction product. The product is: [CH:20]1([O:26][C:11](=[O:12])[NH:10][C:8](=[O:9])[C:7]([C:1]2[CH:2]=[CH:3][CH:4]=[CH:5][CH:6]=2)([C:14]2[CH:19]=[CH:18][CH:17]=[CH:16][CH:15]=2)[CH3:13])[CH2:25][CH2:24][CH2:23][CH2:22][CH2:21]1.